From a dataset of NCI-60 drug combinations with 297,098 pairs across 59 cell lines. Regression. Given two drug SMILES strings and cell line genomic features, predict the synergy score measuring deviation from expected non-interaction effect. (1) Drug 1: CC1=CC2C(CCC3(C2CCC3(C(=O)C)OC(=O)C)C)C4(C1=CC(=O)CC4)C. Drug 2: C1CN1P(=S)(N2CC2)N3CC3. Cell line: SK-MEL-5. Synergy scores: CSS=4.74, Synergy_ZIP=-0.376, Synergy_Bliss=-2.90, Synergy_Loewe=-27.0, Synergy_HSA=-12.0. (2) Drug 1: C1=CC(=C2C(=C1NCCNCCO)C(=O)C3=C(C=CC(=C3C2=O)O)O)NCCNCCO. Drug 2: C1=C(C(=O)NC(=O)N1)N(CCCl)CCCl. Cell line: DU-145. Synergy scores: CSS=67.4, Synergy_ZIP=0.0209, Synergy_Bliss=-0.799, Synergy_Loewe=-15.1, Synergy_HSA=0.545. (3) Drug 1: CS(=O)(=O)CCNCC1=CC=C(O1)C2=CC3=C(C=C2)N=CN=C3NC4=CC(=C(C=C4)OCC5=CC(=CC=C5)F)Cl. Drug 2: CC12CCC3C(C1CCC2O)C(CC4=C3C=CC(=C4)O)CCCCCCCCCS(=O)CCCC(C(F)(F)F)(F)F. Cell line: SK-OV-3. Synergy scores: CSS=6.42, Synergy_ZIP=-2.43, Synergy_Bliss=-2.53, Synergy_Loewe=-10.8, Synergy_HSA=-7.58. (4) Drug 1: CNC(=O)C1=CC=CC=C1SC2=CC3=C(C=C2)C(=NN3)C=CC4=CC=CC=N4. Drug 2: C1CCN(CC1)CCOC2=CC=C(C=C2)C(=O)C3=C(SC4=C3C=CC(=C4)O)C5=CC=C(C=C5)O. Cell line: PC-3. Synergy scores: CSS=-2.01, Synergy_ZIP=1.95, Synergy_Bliss=1.18, Synergy_Loewe=-1.68, Synergy_HSA=-1.19. (5) Drug 1: CCC1=C2CN3C(=CC4=C(C3=O)COC(=O)C4(CC)O)C2=NC5=C1C=C(C=C5)O. Drug 2: C#CCC(CC1=CN=C2C(=N1)C(=NC(=N2)N)N)C3=CC=C(C=C3)C(=O)NC(CCC(=O)O)C(=O)O. Cell line: UACC62. Synergy scores: CSS=40.5, Synergy_ZIP=-0.773, Synergy_Bliss=-3.04, Synergy_Loewe=-2.28, Synergy_HSA=-1.17.